From a dataset of Reaction yield outcomes from USPTO patents with 853,638 reactions. Predict the reaction yield, written as a fraction of the theoretical maximum amount of product (1.0 means a 100% yield; for example, 0.34 means a 34% yield). (1) The reactants are [C:1]([C:3]1[C:4]([NH2:9])=[N:5][CH:6]=[CH:7][CH:8]=1)#[CH:2].[C:10](Cl)(=[N:12][OH:13])[CH3:11].[N:15]1[CH:20]=[CH:19][CH:18]=[CH:17][C:16]=1[O:21][C:22]1[CH:27]=[CH:26][CH:25]=[CH:24][CH:23]=1.C(N(CC)CC)C. The catalyst is O1CCCC1. The product is [N:15]1[CH:20]=[CH:19][CH:18]=[CH:17][C:16]=1[O:21][C:22]1[CH:23]=[CH:24][C:25]([CH2:11][C:10]2[CH:2]=[C:1]([C:3]3[C:4]([NH2:9])=[N:5][CH:6]=[CH:7][CH:8]=3)[O:13][N:12]=2)=[CH:26][CH:27]=1. The yield is 0.300. (2) The reactants are [F:1][C:2]([F:16])([F:15])[C:3]1[CH:4]=[CH:5][C:6]([N:9]2[CH2:14][CH2:13][NH:12][CH2:11][CH2:10]2)=[N:7][CH:8]=1.[CH3:17][O:18][C:19](=[O:23])[CH:20](Br)[CH3:21]. The catalyst is CO.CCN(C(C)C)C(C)C. The product is [CH3:17][O:18][C:19](=[O:23])[CH:20]([N:12]1[CH2:11][CH2:10][N:9]([C:6]2[CH:5]=[CH:4][C:3]([C:2]([F:1])([F:15])[F:16])=[CH:8][N:7]=2)[CH2:14][CH2:13]1)[CH3:21]. The yield is 0.990.